From a dataset of NCI-60 drug combinations with 297,098 pairs across 59 cell lines. Regression. Given two drug SMILES strings and cell line genomic features, predict the synergy score measuring deviation from expected non-interaction effect. Drug 1: COC1=C2C(=CC3=C1OC=C3)C=CC(=O)O2. Drug 2: C(CN)CNCCSP(=O)(O)O. Cell line: OVCAR-5. Synergy scores: CSS=-2.36, Synergy_ZIP=1.85, Synergy_Bliss=0.450, Synergy_Loewe=-2.95, Synergy_HSA=-3.05.